This data is from Reaction yield outcomes from USPTO patents with 853,638 reactions. The task is: Predict the reaction yield, written as a fraction of the theoretical maximum amount of product (1.0 means a 100% yield; for example, 0.34 means a 34% yield). (1) The reactants are S([Cl:11])(C1C=CC(C)=CC=1)(=O)=O.[N+:12]([C:15]1[CH:16]=[C:17]([CH2:25]O)[CH:18]=[C:19]([C:21]([F:24])([F:23])[F:22])[CH:20]=1)([O-:14])=[O:13].C(N(CC)CC)C. The catalyst is ClCCl. The product is [Cl:11][CH2:25][C:17]1[CH:18]=[C:19]([C:21]([F:24])([F:23])[F:22])[CH:20]=[C:15]([N+:12]([O-:14])=[O:13])[CH:16]=1. The yield is 0.550. (2) The product is [CH3:21][N:20]([CH3:22])[CH:18]1[CH2:19][CH:14]2[C:15]([CH3:23])([CH:10]3[CH:11]([CH2:12][CH2:13]2)[CH:6]2[CH2:5][CH2:4][CH:3]4[CH:2]([CH3:1])[N:25]([CH3:26])[CH2:24][C:7]24[CH2:8][CH2:9]3)[CH2:16][CH2:17]1. The yield is 0.300. The reactants are [CH3:1][C@@H:2]1[N:25]([CH3:26])[CH2:24][C@:7]23[CH2:8][CH2:9][C@@H:10]4[C@@:15]5([CH3:23])[CH2:16][CH2:17][C@H:18]([N:20]([CH3:22])[CH3:21])[CH2:19][C:14]5=[CH:13][CH2:12][C@H:11]4[C@@H:6]2[CH2:5][CH2:4][C@H:3]13. The catalyst is C(OCC)(=O)C.[Pd]. (3) The reactants are C[C@@:2]1([C:18]([O-:20])=[O:19])[CH2:6][C@:5](C)([C:7]([O-:9])=[O:8])[CH2:4][N:3]1[C:11]([O:13][C:14]([CH3:17])([CH3:16])[CH3:15])=[O:12].[OH-].[Na+].Cl.[CH2:24]1COCC1. No catalyst specified. The product is [C:14]([O:13][C:11]([N:3]1[C@H:2]([C:18]([O:20][CH3:24])=[O:19])[CH2:6][C@H:5]([C:7]([OH:9])=[O:8])[CH2:4]1)=[O:12])([CH3:15])([CH3:16])[CH3:17]. The yield is 0.700. (4) The reactants are [C:1]([O:5][C:6]([NH:8][CH:9]1[CH2:14][CH2:13][CH:12]([CH2:15][C:16](O)=[O:17])[CH2:11][CH2:10]1)=[O:7])([CH3:4])([CH3:3])[CH3:2].CO. The catalyst is O1CCCC1. The product is [C:1]([O:5][C:6](=[O:7])[NH:8][C@H:9]1[CH2:10][CH2:11][C@H:12]([CH2:15][CH2:16][OH:17])[CH2:13][CH2:14]1)([CH3:4])([CH3:2])[CH3:3]. The yield is 0.995. (5) The reactants are [F:1][C:2]1[CH:9]=[CH:8][C:5]([CH:6]=O)=[CH:4][CH:3]=1.[NH2:10][C:11]1[N:12]=[N:13][C:14]([CH3:17])=[CH:15][CH:16]=1.C(O[C:21](=[O:36])[C:22]([OH:35])=[CH:23][C:24]([C:26]1[CH:31]=[CH:30][C:29]([CH:32]([CH3:34])[CH3:33])=[CH:28][CH:27]=1)=[O:25])C. No catalyst specified. The product is [F:1][C:2]1[CH:9]=[CH:8][C:5]([CH:6]2[N:10]([C:11]3[N:12]=[N:13][C:14]([CH3:17])=[CH:15][CH:16]=3)[C:21](=[O:36])[C:22]([OH:35])=[C:23]2[C:24](=[O:25])[C:26]2[CH:27]=[CH:28][C:29]([CH:32]([CH3:33])[CH3:34])=[CH:30][CH:31]=2)=[CH:4][CH:3]=1. The yield is 0.200. (6) The reactants are [OH:1][C@@:2]1([C:9]#[C:10][C:11]2[CH:12]=[C:13]([N:17]3[C:25]4[C:20](=[CH:21][C:22]([O:26][CH3:27])=[CH:23][CH:24]=4)[C:19]([C:28]([O:30]C)=O)=[N:18]3)[CH:14]=[CH:15][CH:16]=2)[CH2:6][CH2:5][N:4]([CH3:7])[C:3]1=[O:8].[NH3:32]. The catalyst is CO. The product is [OH:1][C@@:2]1([C:9]#[C:10][C:11]2[CH:12]=[C:13]([N:17]3[C:25]4[C:20](=[CH:21][C:22]([O:26][CH3:27])=[CH:23][CH:24]=4)[C:19]([C:28]([NH2:32])=[O:30])=[N:18]3)[CH:14]=[CH:15][CH:16]=2)[CH2:6][CH2:5][N:4]([CH3:7])[C:3]1=[O:8]. The yield is 0.230. (7) The reactants are [Si:1]([O:8][C:9]1([C:13]2[S:14][C:15]([C:18]3[CH:19]=[C:20]([N:27]([C:35]4[N:40]=[C:39]([C:41]([F:44])([F:43])[F:42])[CH:38]=[CH:37][N:36]=4)[C:28](=[O:34])[O:29][C:30]([CH3:33])([CH3:32])[CH3:31])[CH:21]=[C:22]([N+:24]([O-])=O)[CH:23]=3)=[CH:16][N:17]=2)[CH2:12][CH2:11][CH2:10]1)([C:4]([CH3:7])([CH3:6])[CH3:5])([CH3:3])[CH3:2]. The catalyst is C(OCC)(=O)C.[Pd]. The product is [NH2:24][C:22]1[CH:21]=[C:20]([N:27]([C:35]2[N:40]=[C:39]([C:41]([F:42])([F:43])[F:44])[CH:38]=[CH:37][N:36]=2)[C:28](=[O:34])[O:29][C:30]([CH3:32])([CH3:33])[CH3:31])[CH:19]=[C:18]([C:15]2[S:14][C:13]([C:9]3([O:8][Si:1]([C:4]([CH3:7])([CH3:6])[CH3:5])([CH3:2])[CH3:3])[CH2:10][CH2:11][CH2:12]3)=[N:17][CH:16]=2)[CH:23]=1. The yield is 0.590. (8) The reactants are Br[C:2]1[CH:3]=[C:4]2[C:9](=[N:10][CH:11]=1)[NH:8][C:7](=[O:12])[CH2:6][CH2:5]2.[CH2:13]([Sn](CCCC)(CCCC)C=C)[CH2:14]CC. The catalyst is CN(C=O)C.C1C=CC([P]([Pd]([P](C2C=CC=CC=2)(C2C=CC=CC=2)C2C=CC=CC=2)([P](C2C=CC=CC=2)(C2C=CC=CC=2)C2C=CC=CC=2)[P](C2C=CC=CC=2)(C2C=CC=CC=2)C2C=CC=CC=2)(C2C=CC=CC=2)C2C=CC=CC=2)=CC=1. The product is [CH:13]([C:2]1[CH:3]=[C:4]2[C:9](=[N:10][CH:11]=1)[NH:8][C:7](=[O:12])[CH2:6][CH2:5]2)=[CH2:14]. The yield is 0.600. (9) The reactants are [CH2:1]([S:8][C:9]1[N:10]=[C:11]([NH:19][C@H:20]([CH2:23][CH:24]([CH3:26])[CH3:25])[CH2:21][OH:22])[C:12]2[S:17][C:16](Br)=[N:15][C:13]=2[N:14]=1)[C:2]1[CH:7]=[CH:6][CH:5]=[CH:4][CH:3]=1.[OH-:27].[K+].Cl.[CH3:30]O. No catalyst specified. The product is [CH2:1]([S:8][C:9]1[N:10]=[C:11]([NH:19][C@H:20]([CH2:23][CH:24]([CH3:26])[CH3:25])[CH2:21][OH:22])[C:12]2[S:17][C:16]([O:27][CH3:30])=[N:15][C:13]=2[N:14]=1)[C:2]1[CH:7]=[CH:6][CH:5]=[CH:4][CH:3]=1. The yield is 1.00.